Dataset: Forward reaction prediction with 1.9M reactions from USPTO patents (1976-2016). Task: Predict the product of the given reaction. (1) Given the reactants [CH3:1][O:2][C:3]([C:5]1[N:6]([NH2:23])[C:7](=[O:22])[C:8]2[C:13]([C:14]=1[C:15]1[CH:20]=[CH:19][CH:18]=[CH:17][CH:16]=1)=[CH:12][C:11]([Cl:21])=[CH:10][CH:9]=2)=[O:4].[O:24]1[CH:28]=[CH:27][C:26]([CH:29]=O)=[CH:25]1, predict the reaction product. The product is: [CH3:1][O:2][C:3]([C:5]1[N:6]([N:23]=[CH:29][C:26]2[CH:27]=[CH:28][O:24][CH:25]=2)[C:7](=[O:22])[C:8]2[C:13]([C:14]=1[C:15]1[CH:20]=[CH:19][CH:18]=[CH:17][CH:16]=1)=[CH:12][C:11]([Cl:21])=[CH:10][CH:9]=2)=[O:4]. (2) Given the reactants [N:1]([CH:4]1[CH:9]=[C:8]([C:10]2[CH:15]=[CH:14][N:13]=[CH:12][C:11]=2[N+:16]([O-:18])=[O:17])[CH2:7][CH:6]([CH3:19])[CH:5]1[OH:20])=[N+]=[N-].CP(C)C.C([O-])(O)=O.[Na+].[CH3:30][C:31]([O:34][C:35](O[C:35]([O:34][C:31]([CH3:33])([CH3:32])[CH3:30])=[O:36])=[O:36])([CH3:33])[CH3:32], predict the reaction product. The product is: [OH:20][CH:5]1[CH:4]([NH:1][C:35](=[O:36])[O:34][C:31]([CH3:33])([CH3:32])[CH3:30])[CH:9]=[C:8]([C:10]2[CH:15]=[CH:14][N:13]=[CH:12][C:11]=2[N+:16]([O-:18])=[O:17])[CH2:7][CH:6]1[CH3:19]. (3) Given the reactants [F:1][C@H:2]1[CH2:6][CH2:5][N:4]([C:7](=[O:17])[CH2:8][NH:9]C(=O)OC(C)(C)C)[CH2:3]1.[ClH:18].O1CCOCC1, predict the reaction product. The product is: [ClH:18].[NH2:9][CH2:8][C:7]([N:4]1[CH2:5][CH2:6][C@H:2]([F:1])[CH2:3]1)=[O:17]. (4) Given the reactants [Cl:1][C:2]1[CH:3]=[C:4]([NH:26][C:27]([C:29]2[S:46][C:32]3=[N:33][CH:34]=[C:35]([N:37](S(C)(=O)=O)[S:38]([CH3:41])(=[O:40])=[O:39])[N:36]=[C:31]3[CH:30]=2)=[O:28])[CH:5]=[C:6]([C:8]([C:11]2[CH:16]=[C:15]([O:17][C:18]([F:21])([F:20])[F:19])[CH:14]=[C:13]([O:22][CH:23]([CH3:25])[CH3:24])[CH:12]=2)([CH3:10])[CH3:9])[CH:7]=1.[OH-].[K+].O, predict the reaction product. The product is: [Cl:1][C:2]1[CH:3]=[C:4]([NH:26][C:27]([C:29]2[S:46][C:32]3=[N:33][CH:34]=[C:35]([NH:37][S:38]([CH3:41])(=[O:40])=[O:39])[N:36]=[C:31]3[CH:30]=2)=[O:28])[CH:5]=[C:6]([C:8]([C:11]2[CH:16]=[C:15]([O:17][C:18]([F:21])([F:20])[F:19])[CH:14]=[C:13]([O:22][CH:23]([CH3:24])[CH3:25])[CH:12]=2)([CH3:10])[CH3:9])[CH:7]=1. (5) Given the reactants [CH:1]12[O:8][CH:5]([CH2:6][CH2:7]1)[CH2:4][N:3]([C:9]1[N:10]=[C:11]3[NH:19][C@H:18]([C:20]([F:23])([F:22])[F:21])[CH2:17][CH2:16][N:12]3[C:13](=[O:15])[CH:14]=1)[CH2:2]2.C(=O)([O-])[O-].[Cs+].[Cs+].Br[CH2:31][C:32]([C:34]1[CH:39]=[CH:38][N:37]=[CH:36][CH:35]=1)=[O:33], predict the reaction product. The product is: [CH:1]12[O:8][CH:5]([CH2:6][CH2:7]1)[CH2:4][N:3]([C:9]1[N:10]=[C:11]3[N:19]([CH2:31][C:32](=[O:33])[C:34]4[CH:39]=[CH:38][N:37]=[CH:36][CH:35]=4)[C@H:18]([C:20]([F:22])([F:21])[F:23])[CH2:17][CH2:16][N:12]3[C:13](=[O:15])[CH:14]=1)[CH2:2]2. (6) Given the reactants [CH2:1]([O:3][C:4]([C:6]1([CH2:20][S:21][CH2:22][C:23]2[O:24][CH:25]=[CH:26][CH:27]=2)[C:10]([S:11][CH2:12][C:13]2[O:14][CH:15]=[CH:16][CH:17]=2)=[C:9]([OH:18])[C:8](=[O:19])[O:7]1)=[O:5])[CH3:2].N1C=CC=CC=1.[CH3:34][C:35]([CH3:40])([CH3:39])[C:36](Cl)=[O:37], predict the reaction product. The product is: [CH2:1]([O:3][C:4]([C:6]1([CH2:20][S:21][CH2:22][C:23]2[O:24][CH:25]=[CH:26][CH:27]=2)[C:10]([S:11][CH2:12][C:13]2[O:14][CH:15]=[CH:16][CH:17]=2)=[C:9]([O:18][C:36](=[O:37])[C:35]([CH3:40])([CH3:39])[CH3:34])[C:8](=[O:19])[O:7]1)=[O:5])[CH3:2].